Dataset: NCI-60 drug combinations with 297,098 pairs across 59 cell lines. Task: Regression. Given two drug SMILES strings and cell line genomic features, predict the synergy score measuring deviation from expected non-interaction effect. (1) Drug 1: C1CN1C2=NC(=NC(=N2)N3CC3)N4CC4. Drug 2: C1CN(CCN1C(=O)CCBr)C(=O)CCBr. Cell line: HT29. Synergy scores: CSS=15.7, Synergy_ZIP=-9.78, Synergy_Bliss=-1.15, Synergy_Loewe=-7.60, Synergy_HSA=0.189. (2) Drug 1: CN(C)N=NC1=C(NC=N1)C(=O)N. Drug 2: CCC(=C(C1=CC=CC=C1)C2=CC=C(C=C2)OCCN(C)C)C3=CC=CC=C3.C(C(=O)O)C(CC(=O)O)(C(=O)O)O. Cell line: A549. Synergy scores: CSS=1.23, Synergy_ZIP=-1.03, Synergy_Bliss=0.676, Synergy_Loewe=-0.833, Synergy_HSA=-0.231. (3) Drug 1: CC1C(C(CC(O1)OC2CC(CC3=C2C(=C4C(=C3O)C(=O)C5=C(C4=O)C(=CC=C5)OC)O)(C(=O)C)O)N)O.Cl. Drug 2: C1=NC2=C(N1)C(=S)N=CN2. Cell line: NCI-H226. Synergy scores: CSS=23.7, Synergy_ZIP=-8.30, Synergy_Bliss=-7.53, Synergy_Loewe=-9.17, Synergy_HSA=-5.87. (4) Drug 1: CC1OCC2C(O1)C(C(C(O2)OC3C4COC(=O)C4C(C5=CC6=C(C=C35)OCO6)C7=CC(=C(C(=C7)OC)O)OC)O)O. Drug 2: CCC1(C2=C(COC1=O)C(=O)N3CC4=CC5=C(C=CC(=C5CN(C)C)O)N=C4C3=C2)O.Cl. Cell line: MDA-MB-435. Synergy scores: CSS=23.3, Synergy_ZIP=-1.88, Synergy_Bliss=5.29, Synergy_Loewe=-34.1, Synergy_HSA=3.42. (5) Drug 1: CN1C(=O)N2C=NC(=C2N=N1)C(=O)N. Drug 2: CC12CCC3C(C1CCC2OP(=O)(O)O)CCC4=C3C=CC(=C4)OC(=O)N(CCCl)CCCl.[Na+]. Cell line: RXF 393. Synergy scores: CSS=0.449, Synergy_ZIP=-3.35, Synergy_Bliss=-7.56, Synergy_Loewe=-13.1, Synergy_HSA=-9.18. (6) Drug 1: CC1=C(C(=O)C2=C(C1=O)N3CC4C(C3(C2COC(=O)N)OC)N4)N. Drug 2: CC1C(C(CC(O1)OC2CC(CC3=C2C(=C4C(=C3O)C(=O)C5=CC=CC=C5C4=O)O)(C(=O)C)O)N)O. Cell line: PC-3. Synergy scores: CSS=55.5, Synergy_ZIP=-4.16, Synergy_Bliss=-3.81, Synergy_Loewe=0.823, Synergy_HSA=2.32. (7) Drug 1: C1=CC(=CC=C1CCCC(=O)O)N(CCCl)CCCl. Drug 2: CC12CCC3C(C1CCC2O)C(CC4=C3C=CC(=C4)O)CCCCCCCCCS(=O)CCCC(C(F)(F)F)(F)F. Cell line: HCC-2998. Synergy scores: CSS=-1.07, Synergy_ZIP=-6.17, Synergy_Bliss=-9.55, Synergy_Loewe=-13.3, Synergy_HSA=-11.6.